This data is from Full USPTO retrosynthesis dataset with 1.9M reactions from patents (1976-2016). The task is: Predict the reactants needed to synthesize the given product. (1) Given the product [Cl:1][C:2]1[CH:3]=[CH:4][C:5]([CH2:8][N:9]2[C:13]3[CH:14]([OH:18])[CH2:15][CH2:16][CH2:17][C:12]=3[N:11]=[C:10]2[C:19]([CH3:22])([CH3:21])[CH3:20])=[CH:6][CH:7]=1, predict the reactants needed to synthesize it. The reactants are: [Cl:1][C:2]1[CH:7]=[CH:6][C:5]([CH2:8][N:9]2[C:13]3[C:14](=[O:18])[CH2:15][CH2:16][CH2:17][C:12]=3[N:11]=[C:10]2[C:19]([CH3:22])([CH3:21])[CH3:20])=[CH:4][CH:3]=1.[BH4-].[Na+]. (2) Given the product [N:37]([C:2]1[CH:3]=[C:4]2[C@@:15]3([CH2:20][CH2:19][S:18][C:17]([NH2:21])=[N:16]3)[C:14]3[CH:13]=[C:12]([Cl:22])[N:11]=[C:10]([F:23])[C:9]=3[O:8][C:5]2=[CH:6][CH:7]=1)=[N+:38]=[N-:39], predict the reactants needed to synthesize it. The reactants are: Br[C:2]1[CH:3]=[C:4]2[C@@:15]3([CH2:20][CH2:19][S:18][C:17]([NH2:21])=[N:16]3)[C:14]3[CH:13]=[C:12]([Cl:22])[N:11]=[C:10]([F:23])[C:9]=3[O:8][C:5]2=[CH:6][CH:7]=1.O[C@H]([C@@H]1C([O-])=C(O)C(=O)O1)CO.[Na+].[N-:37]=[N+:38]=[N-:39].[Na+].N#N.CN[C@@H]1CCCC[C@H]1NC.ClC1N=C(F)C2OC3C([C@@]4(CCSC(N)=N4)C=2C=1)=CC(N)=CC=3. (3) The reactants are: [Br:1][C:2]1[CH:3]=[C:4]2[C:8](=[CH:9][CH:10]=1)[NH:7][C:6]([C:11](=[O:17])[NH:12][C:13]([CH3:16])([CH3:15])[CH3:14])=[C:5]2[CH2:18][C:19]([O:21]C)=[O:20].[Li+].[OH-].CCOC(C)=O. Given the product [Br:1][C:2]1[CH:3]=[C:4]2[C:8](=[CH:9][CH:10]=1)[NH:7][C:6]([C:11](=[O:17])[NH:12][C:13]([CH3:14])([CH3:15])[CH3:16])=[C:5]2[CH2:18][C:19]([OH:21])=[O:20], predict the reactants needed to synthesize it. (4) Given the product [F:1][C:2]1[C:7]([C:8]2[NH:12][CH:11]=[C:10]([CH2:13][OH:14])[C:9]=2[CH3:18])=[CH:6][CH:5]=[CH:4][N:3]=1, predict the reactants needed to synthesize it. The reactants are: [F:1][C:2]1[C:7]([C:8]2[NH:12][CH:11]=[C:10]([C:13](OCC)=[O:14])[C:9]=2[CH3:18])=[CH:6][CH:5]=[CH:4][N:3]=1.C1(C)C=CC=CC=1.[H-].C([Al+]CC(C)C)C(C)C.O. (5) The reactants are: [OH:1][CH2:2][CH2:3][C:4]1[C:5]([OH:11])=[N:6][C:7]([OH:10])=[N:8][CH:9]=1.[C:12]([O:15]C(=O)C)(=[O:14])[CH3:13].N1C=CC=CC=1. Given the product [CH3:13][C:12]([O-:15])=[O:14].[C:12]([O:1][CH2:2][CH2:3][C:4]1[C:5]([OH:11])=[N:6][C:7]([OH:10])=[N:8][CH:9]=1)(=[O:14])[CH3:13], predict the reactants needed to synthesize it. (6) Given the product [Br:1][C:2]1[CH:3]=[C:4]2[C:10]([CH3:11])=[CH:9][NH:8][C:5]2=[N:6][CH:7]=1, predict the reactants needed to synthesize it. The reactants are: [Br:1][C:2]1[CH:3]=[C:4]2[C:10]([CH3:11])=[C:9]([Si](C)(C)C)[NH:8][C:5]2=[N:6][CH:7]=1.Cl. (7) Given the product [F:1][C:2]([F:7])([F:6])[C:3]([NH:5][CH2:13][CH2:12][CH2:11][CH2:10][C:9]1[CH:24]=[CH:20][CH:21]=[C:22]([OH:23])[CH:14]=1)=[O:4], predict the reactants needed to synthesize it. The reactants are: [F:1][C:2]([F:7])([F:6])[C:3]([NH2:5])=[O:4].O.[C:9]1(C)[CH:14]=[CH:13][C:12](S(O)(=O)=O)=[CH:11][CH:10]=1.[CH2:20]1[CH2:24][O:23][CH2:22][CH2:21]1.O.